Task: Predict which catalyst facilitates the given reaction.. Dataset: Catalyst prediction with 721,799 reactions and 888 catalyst types from USPTO (1) The catalyst class is: 4. Product: [CH2:1]([C:5]1[N:6]([CH2:14][C:15]2[CH:20]=[CH:19][C:18]([C:21]3[CH:26]=[CH:25][CH:24]=[CH:23][C:22]=3[C:27]3[N:31]([C:39]([C:40]4[CH:45]=[CH:44][CH:43]=[CH:42][CH:41]=4)([C:52]4[CH:53]=[CH:54][CH:55]=[CH:56][CH:57]=4)[C:46]4[CH:47]=[CH:48][CH:49]=[CH:50][CH:51]=4)[N:30]=[N:29][N:28]=3)=[CH:17][CH:16]=2)[C:7]([C:11]([OH:13])=[O:12])=[C:8]([Cl:10])[N:9]=1)[CH2:2][CH2:3][CH3:4]. Reactant: [CH2:1]([C:5]1[N:6]([CH2:14][C:15]2[CH:20]=[CH:19][C:18]([C:21]3[CH:26]=[CH:25][CH:24]=[CH:23][C:22]=3[C:27]3[NH:31][N:30]=[N:29][N:28]=3)=[CH:17][CH:16]=2)[C:7]([C:11]([OH:13])=[O:12])=[C:8]([Cl:10])[N:9]=1)[CH2:2][CH2:3][CH3:4].C(N(CC)CC)C.[C:39](Cl)([C:52]1[CH:57]=[CH:56][CH:55]=[CH:54][CH:53]=1)([C:46]1[CH:51]=[CH:50][CH:49]=[CH:48][CH:47]=1)[C:40]1[CH:45]=[CH:44][CH:43]=[CH:42][CH:41]=1. (2) Reactant: [Si:1]([O:8][C@H:9]1[CH2:14][N:13]([C:15]([O:17][C:18]([CH3:21])([CH3:20])[CH3:19])=[O:16])[C@@H:12]([CH:22]=[CH2:23])[CH2:11][CH2:10]1)([C:4]([CH3:7])([CH3:6])[CH3:5])([CH3:3])[CH3:2].B1C2CCCC1CCC2.[O-]P([O-])([O-])=O.[K+].[K+].[K+].Br[C:42]1[C:43]([F:54])=[CH:44][N:45]=[C:46]2[C:51]=1[N:50]=[C:49]([O:52][CH3:53])[CH:48]=[CH:47]2. Product: [Si:1]([O:8][C@H:9]1[CH2:14][N:13]([C:15]([O:17][C:18]([CH3:21])([CH3:20])[CH3:19])=[O:16])[C@@H:12]([CH2:22][CH2:23][C:42]2[C:51]3[C:46](=[CH:47][CH:48]=[C:49]([O:52][CH3:53])[N:50]=3)[N:45]=[CH:44][C:43]=2[F:54])[CH2:11][CH2:10]1)([C:4]([CH3:7])([CH3:6])[CH3:5])([CH3:2])[CH3:3]. The catalyst class is: 118.